Binary Classification. Given a miRNA mature sequence and a target amino acid sequence, predict their likelihood of interaction. From a dataset of Experimentally validated miRNA-target interactions with 360,000+ pairs, plus equal number of negative samples. The miRNA is hsa-miR-3065-5p with sequence UCAACAAAAUCACUGAUGCUGGA. The protein sequence of the target gene is MSSMNPEYDYLFKLLLIGDSGVGKSCLLLRFADDTYTESYISTIGVDFKIRTIELDGKTIKLQIWDTAGQERFRTITSSYYRGAHGIIVVYDVTDQESFNNVKQWLQEIDRYASENVNKLLVGNKCDLTTKKVVDYTTAKEFADSLGIPFLETSAKNATNVEQSFMTMAAEIKKRMGPGATAGGAEKSNVKIQSTPVKQSGGGCC. Result: 1 (interaction).